This data is from Reaction yield outcomes from USPTO patents with 853,638 reactions. The task is: Predict the reaction yield, written as a fraction of the theoretical maximum amount of product (1.0 means a 100% yield; for example, 0.34 means a 34% yield). (1) The reactants are Br[C:2]1[CH:7]=[CH:6][C:5]([C:8]2[N:14]([CH2:15][CH:16]3[CH2:19][N:18]([C:20]([CH:22]4[CH2:24][CH2:23]4)=[O:21])[CH2:17]3)[C:13](=[O:25])[C:10]3([CH2:12][CH2:11]3)[N:9]=2)=[CH:4][CH:3]=1.[O:26]1[C:30]2[CH:31]=[CH:32][C:33](B3OC(C)(C)C(C)(C)O3)=[CH:34][C:29]=2[CH:28]=[CH:27]1.C([O-])([O-])=O.[Na+].[Na+]. The product is [O:26]1[C:30]2[CH:31]=[CH:32][C:33]([C:2]3[CH:7]=[CH:6][C:5]([C:8]4[N:14]([CH2:15][CH:16]5[CH2:19][N:18]([C:20]([CH:22]6[CH2:24][CH2:23]6)=[O:21])[CH2:17]5)[C:13](=[O:25])[C:10]5([CH2:11][CH2:12]5)[N:9]=4)=[CH:4][CH:3]=3)=[CH:34][C:29]=2[CH:28]=[CH:27]1. The yield is 0.680. The catalyst is C(#N)C.Cl[Pd](Cl)([P](C1C=CC=CC=1)(C1C=CC=CC=1)C1C=CC=CC=1)[P](C1C=CC=CC=1)(C1C=CC=CC=1)C1C=CC=CC=1. (2) The catalyst is C(Cl)Cl.C(N(CC)CC)C.C1(C)C=CC=CC=1. The product is [CH3:1][O:2][C:3]1[CH:4]=[C:5]2[C:10](=[CH:11][C:12]=1[O:13][CH3:14])[N:9]=[CH:8][CH:7]=[C:6]2[O:15][C:16]1[CH:22]=[CH:21][C:19]([NH:20][C:29](=[O:35])[O:28][CH2:26][C:41]2[CH:42]=[CH:43][C:38]([CH3:37])=[CH:39][CH:40]=2)=[C:18]([CH3:23])[C:17]=1[CH3:24]. The reactants are [CH3:1][O:2][C:3]1[CH:4]=[C:5]2[C:10](=[CH:11][C:12]=1[O:13][CH3:14])[N:9]=[CH:8][CH:7]=[C:6]2[O:15][C:16]1[CH:22]=[CH:21][C:19]([NH2:20])=[C:18]([CH3:23])[C:17]=1[CH3:24].Cl[C:26](Cl)([O:28][C:29](=[O:35])OC(Cl)(Cl)Cl)Cl.[CH3:37][C:38]1[CH:43]=[CH:42][C:41](CO)=[CH:40][CH:39]=1.C(=O)(O)[O-].[Na+]. The yield is 0.250.